Dataset: Full USPTO retrosynthesis dataset with 1.9M reactions from patents (1976-2016). Task: Predict the reactants needed to synthesize the given product. (1) Given the product [CH3:40][O:36][C:33](=[O:35])[C:2]1[CH:3]=[C:4]([C:5]#[N:6])[CH:7]=[CH:8][C:9]=1[CH:10]1[C:19]2[C:18](=[O:20])[CH2:17][CH2:16][CH2:15][C:14]=2[N:13]([C:21]2[CH:26]=[CH:25][CH:24]=[C:23]([C:27]([F:28])([F:30])[F:29])[CH:22]=2)[C:12](=[O:31])[N:11]1[CH3:32], predict the reactants needed to synthesize it. The reactants are: Br[C:2]1[CH:3]=[C:4]([CH:7]=[CH:8][C:9]=1[CH:10]1[C:19]2[C:18](=[O:20])[CH2:17][CH2:16][CH2:15][C:14]=2[N:13]([C:21]2[CH:26]=[CH:25][CH:24]=[C:23]([C:27]([F:30])([F:29])[F:28])[CH:22]=2)[C:12](=[O:31])[N:11]1[CH3:32])[C:5]#[N:6].[C:33]([O-:36])(=[O:35])C.[Na+].[C]=O.[CH3:40]O. (2) Given the product [Cl:1][C:2]1[C:3]2[O:11][CH2:9][CH2:8][C:4]=2[CH:5]=[CH:6][CH:7]=1, predict the reactants needed to synthesize it. The reactants are: [Cl:1][C:2]1[CH:7]=[CH:6][CH:5]=[C:4]([CH2:8][CH2:9]O)[C:3]=1[OH:11].C1(P(C2C=CC=CC=2)C2C=CC=CC=2)C=CC=CC=1. (3) Given the product [Cl:1][C:2]1[N:7]=[C:6]([C:8]([NH2:10])=[O:9])[CH:5]=[C:4]([N:17]2[CH2:18][C:15]3([CH2:12][O:13][CH2:14]3)[CH2:16]2)[N:3]=1, predict the reactants needed to synthesize it. The reactants are: [Cl:1][C:2]1[N:7]=[C:6]([C:8]([NH2:10])=[O:9])[CH:5]=[C:4](Cl)[N:3]=1.[CH2:12]1[C:15]2([CH2:18][NH:17][CH2:16]2)[CH2:14][O:13]1. (4) Given the product [C:1]([N:4]1[C:13]2[C:8](=[CH:9][C:10]([C:14]([NH:38][NH2:39])=[O:15])=[CH:11][CH:12]=2)[CH:7]([NH:17][C:18]2[CH:23]=[CH:22][C:21]([N:24]3[CH2:25][CH2:26][O:27][CH2:28][CH2:29]3)=[CH:20][CH:19]=2)[CH2:6][CH:5]1[CH3:30])(=[O:3])[CH3:2], predict the reactants needed to synthesize it. The reactants are: [C:1]([N:4]1[C:13]2[C:8](=[CH:9][C:10]([C:14](O)=[O:15])=[CH:11][CH:12]=2)[CH:7]([NH:17][C:18]2[CH:23]=[CH:22][C:21]([N:24]3[CH2:29][CH2:28][O:27][CH2:26][CH2:25]3)=[CH:20][CH:19]=2)[CH2:6][CH:5]1[CH3:30])(=[O:3])[CH3:2].Cl.C1C=CC2N(O)[N:39]=[N:38]C=2C=1.O.NN.C(=O)([O-])O.[Na+]. (5) Given the product [CH3:1][O:2][C:3]1[CH:4]=[C:5]2[C:9](=[CH:10][CH:11]=1)[NH:8][N:7]=[C:6]2[CH2:12][NH2:13], predict the reactants needed to synthesize it. The reactants are: [CH3:1][O:2][C:3]1[CH:4]=[C:5]2[C:9](=[CH:10][CH:11]=1)[NH:8][N:7]=[C:6]2[C:12]#[N:13].N. (6) Given the product [F:32][C:29]1[CH:30]=[CH:31][C:25]2[N:24]=[C:23]([C:18]3[C:17]4[C:16]5[C:11](=[CH:12][CH:13]=[CH:14][CH:15]=5)[N:10]([C:8]5[CH:7]=[CH:6][C:3]([C:4]([NH2:5])=[O:47])=[C:2]([NH:39][CH2:40][C:41]6[CH:42]=[N:43][N:44]([CH3:46])[CH:45]=6)[CH:9]=5)[C:22]=4[CH:21]=[CH:20][CH:19]=3)[NH:27][C:26]=2[CH:28]=1, predict the reactants needed to synthesize it. The reactants are: F[C:2]1[CH:9]=[C:8]([N:10]2[C:22]3[CH:21]=[CH:20][CH:19]=[C:18]([C:23]4[NH:27][C:26]5[CH:28]=[C:29]([F:32])[CH:30]=[CH:31][C:25]=5[N:24]=4)[C:17]=3[C:16]3[C:11]2=[CH:12][CH:13]=[CH:14][CH:15]=3)[CH:7]=[CH:6][C:3]=1[C:4]#[N:5].C(=O)([O-])[O-].[K+].[K+].[NH2:39][CH2:40][C:41]1[CH:42]=[N:43][N:44]([CH3:46])[CH:45]=1.[OH-:47].[Na+].OO. (7) Given the product [CH3:1][O:2][C:3]1[CH:4]=[CH:5][C:6]2[C:7]3[N:15]=[C:14]([C:16]4[CH:17]=[CH:18][C:19]([O:22][CH3:23])=[CH:20][CH:21]=4)[CH:13]=[C:12]([C:24]([OH:26])=[O:25])[C:8]=3[NH:9][C:10]=2[CH:11]=1, predict the reactants needed to synthesize it. The reactants are: [CH3:1][O:2][C:3]1[CH:4]=[CH:5][C:6]2[C:7]3[N:15]=[C:14]([C:16]4[CH:21]=[CH:20][C:19]([O:22][CH3:23])=[CH:18][CH:17]=4)[CH:13]=[C:12]([C:24]([O:26]C)=[O:25])[C:8]=3[NH:9][C:10]=2[CH:11]=1.[OH-].[Na+]. (8) Given the product [NH2:11][C@H:12]1[CH2:17][CH2:16][CH2:15][N:14]([P:18]([NH:27][CH2:28][CH2:29][CH2:30][CH2:31][CH2:32][CH3:33])([NH:20][CH2:21][CH2:22][CH2:23][CH2:24][CH2:25][CH3:26])=[O:19])[C:13]1=[O:34], predict the reactants needed to synthesize it. The reactants are: C(OC([NH:11][C@H:12]1[CH2:17][CH2:16][CH2:15][N:14]([P:18]([NH:27][CH2:28][CH2:29][CH2:30][CH2:31][CH2:32][CH3:33])([NH:20][CH2:21][CH2:22][CH2:23][CH2:24][CH2:25][CH3:26])=[O:19])[C:13]1=[O:34])=O)C1C=CC=CC=1. (9) Given the product [CH:1]([O:4][C:5]1[CH:13]=[CH:12][C:11]([S:14]([CH3:17])(=[O:16])=[O:15])=[CH:10][C:6]=1[C:7]([N:31]1[CH2:32][CH2:33][N:28]([C:26]2[S:27][C:23]([S:20]([CH3:19])(=[O:22])=[O:21])=[CH:24][N:25]=2)[CH2:29][CH2:30]1)=[O:9])([CH3:2])[CH3:3], predict the reactants needed to synthesize it. The reactants are: [CH:1]([O:4][C:5]1[CH:13]=[CH:12][C:11]([S:14]([CH3:17])(=[O:16])=[O:15])=[CH:10][C:6]=1[C:7]([OH:9])=O)([CH3:3])[CH3:2].Cl.[CH3:19][S:20]([C:23]1[S:27][C:26]([N:28]2[CH2:33][CH2:32][NH:31][CH2:30][CH2:29]2)=[N:25][CH:24]=1)(=[O:22])=[O:21]. (10) Given the product [CH3:35][O:36][C:37](=[O:43])[CH2:38][CH2:39][C:40]1[O:41][CH:23]=[C:24]([C:26]2[CH:31]=[CH:30][CH:29]=[CH:28][C:27]=2[N+:32]([O-:34])=[O:33])[N:42]=1, predict the reactants needed to synthesize it. The reactants are: COC(=O)CCCC1OC=C(C2C=CC=CC=2[N+]([O-])=O)N=1.Br[CH2:23][C:24]([C:26]1[CH:31]=[CH:30][CH:29]=[CH:28][C:27]=1[N+:32]([O-:34])=[O:33])=O.[CH3:35][O:36][C:37](=[O:43])[CH2:38][CH2:39][C:40]([NH2:42])=[O:41].